From a dataset of Catalyst prediction with 721,799 reactions and 888 catalyst types from USPTO. Predict which catalyst facilitates the given reaction. Reactant: [NH2:1][C:2]1[N:7]=[C:6]([C:8]([C:10]2[C:15]([NH:16][S:17]([C:20]3[CH:25]=[CH:24][C:23]([C:26]([CH3:29])([CH3:28])[CH3:27])=[CH:22][CH:21]=3)(=[O:19])=[O:18])=[CH:14][C:13]([Cl:30])=[CH:12][N:11]=2)=[O:9])[CH:5]=[CH:4][CH:3]=1.[Si](N=C=O)(C)(C)C.[CH3:38][C:39](O)=[O:40]. Product: [C:26]([C:23]1[CH:22]=[CH:21][C:20]([S:17]([NH:16][C:15]2[C:10]([C:8]([C:6]3[N:7]=[C:2]([NH:1][C:39](=[O:40])[CH3:38])[CH:3]=[CH:4][CH:5]=3)=[O:9])=[N:11][CH:12]=[C:13]([Cl:30])[CH:14]=2)(=[O:18])=[O:19])=[CH:25][CH:24]=1)([CH3:27])([CH3:29])[CH3:28]. The catalyst class is: 577.